From a dataset of Full USPTO retrosynthesis dataset with 1.9M reactions from patents (1976-2016). Predict the reactants needed to synthesize the given product. (1) Given the product [C:11]1([C:2]2[O:1][C:5]3[CH:6]=[CH:7][CH:8]=[CH:9][C:4]=3[N:3]=2)[CH:16]=[CH:15][CH:14]=[CH:13][CH:12]=1, predict the reactants needed to synthesize it. The reactants are: [O:1]1[C:5]2[CH:6]=[CH:7][CH:8]=[CH:9][C:4]=2[N:3]=[CH:2]1.I[C:11]1[CH:16]=[CH:15][CH:14]=[CH:13][CH:12]=1.CC([O-])(C)C.[K+].CN(C=O)C. (2) Given the product [CH3:41][C:40]1[CH:39]=[CH:38][C:37]([C:42]2[CH:43]=[CH:44][C:45]([CH2:48][C@H:49]([NH:64][C:65]([C@H:67]3[CH2:68][CH2:69][C@H:70]([CH2:73][NH:74][C:75](=[O:81])[O:76][C:77]([CH3:78])([CH3:80])[CH3:79])[CH2:71][CH2:72]3)=[O:66])[C:50](=[O:63])[NH:51][C:52]3[CH:57]=[CH:56][C:55]([C:58]4[N:59]=[N:60][NH:61][N:62]=4)=[CH:54][CH:53]=3)=[CH:46][CH:47]=2)=[CH:36][C:35]=1[NH:34][C:88]([CH:85]1[CH2:86][CH2:87][O:82][CH2:83][CH2:84]1)=[O:89], predict the reactants needed to synthesize it. The reactants are: C(N(CC)C(C)C)(C)C.F[P-](F)(F)(F)(F)F.CN(C(ON1C2=NC=CC=C2N=N1)=[N+](C)C)C.[NH2:34][C:35]1[CH:36]=[C:37]([C:42]2[CH:47]=[CH:46][C:45]([CH2:48][C@H:49]([NH:64][C:65]([C@H:67]3[CH2:72][CH2:71][C@H:70]([CH2:73][NH:74][C:75](=[O:81])[O:76][C:77]([CH3:80])([CH3:79])[CH3:78])[CH2:69][CH2:68]3)=[O:66])[C:50](=[O:63])[NH:51][C:52]3[CH:57]=[CH:56][C:55]([C:58]4[N:59]=[N:60][NH:61][N:62]=4)=[CH:54][CH:53]=3)=[CH:44][CH:43]=2)[CH:38]=[CH:39][C:40]=1[CH3:41].[O:82]1[CH2:87][CH2:86][CH:85]([C:88](O)=[O:89])[CH2:84][CH2:83]1. (3) The reactants are: C(=O)([O-])[O-].[K+].[K+].[OH:7][C:8]1[CH:12]=[C:11]([CH3:13])[NH:10][N:9]=1.Cl[C:15]1[C:20]([Cl:21])=[CH:19][C:18]([C:22]([F:25])([F:24])[F:23])=[CH:17][N:16]=1.Cl. Given the product [Cl:21][C:20]1[C:15]([O:7][C:8]2[CH:12]=[C:11]([CH3:13])[NH:10][N:9]=2)=[N:16][CH:17]=[C:18]([C:22]([F:24])([F:23])[F:25])[CH:19]=1, predict the reactants needed to synthesize it. (4) Given the product [N:37]1[CH:36]=[CH:35][N:32]2[CH:33]=[CH:34][C:29]([CH2:28][NH:27][C:25]([C:23]3[S:24][C:20]([C:9]4[N:5]([CH2:1][CH:2]([CH3:3])[CH3:4])[N:6]=[CH:7][CH:8]=4)=[CH:21][CH:22]=3)=[O:26])=[CH:30][C:31]=12, predict the reactants needed to synthesize it. The reactants are: [CH2:1]([N:5]1[CH:9]=[C:8](B2OC(C)(C)C(C)(C)O2)[CH:7]=[N:6]1)[CH:2]([CH3:4])[CH3:3].Br[C:20]1[S:24][C:23]([C:25]([NH:27][CH2:28][C:29]2[CH:34]=[CH:33][N:32]3[CH:35]=[CH:36][N:37]=[C:31]3[CH:30]=2)=[O:26])=[CH:22][CH:21]=1.BrC1C=CC(N)=CC=1. (5) Given the product [O:11]1[C:5]2[CH:10]=[CH:9][CH:8]=[CH:7][C:6]=2[CH2:3][CH2:2][NH:1]1, predict the reactants needed to synthesize it. The reactants are: [NH2:1][CH2:2][CH2:3]N.[C:5]1([OH:11])[CH:10]=[CH:9][CH:8]=[CH:7][CH:6]=1.C=O. (6) Given the product [Cl:25][C:24]1[CH:23]=[C:13]([Cl:20])[C:8]([S:7][C:6]2[N:2]([CH3:1])[N:3]=[C:4]([CH3:16])[C:5]=2[CH3:15])=[CH:9][C:10]=1[OH:14], predict the reactants needed to synthesize it. The reactants are: [CH3:1][N:2]1[C:6]([S:7][C:8]2[CH:9]=[C:10]([OH:14])C=C[CH:13]=2)=[C:5]([CH3:15])[C:4]([CH3:16])=[N:3]1.S(Cl)([Cl:20])(=O)=O.Cl[CH2:23][CH2:24][Cl:25]. (7) Given the product [CH3:15][C:12]1[CH:11]=[CH:10][C:9]([C:4]2[C:3]([C:1]([OH:22])=[O:2])=[CH:8][CH:7]=[CH:6][CH:5]=2)=[CH:14][CH:13]=1, predict the reactants needed to synthesize it. The reactants are: [CH:1]([C:3]1[CH:8]=[CH:7][CH:6]=[CH:5][C:4]=1[C:9]1[CH:14]=[CH:13][C:12]([CH3:15])=[CH:11][CH:10]=1)=[O:2].BrN1C(=[O:22])CCC1=O.